From a dataset of Forward reaction prediction with 1.9M reactions from USPTO patents (1976-2016). Predict the product of the given reaction. (1) Given the reactants [CH:1]1[C:15]2=[C:16]3[C:8]([C:9]4[C:14]2=[CH:13][CH:12]=[CH:11][CH:10]=4)=[CH:7][CH:6]=[CH:5][C:4]3=[C:3](B(O)O)[CH:2]=1.Br[C:21]1[CH:22]=[C:23]2[C:28](=[CH:29][CH:30]=1)[CH:27]=[C:26]([OH:31])[CH:25]=[CH:24]2.C(=O)([O-])[O-].[Na+].[Na+].Cl, predict the reaction product. The product is: [CH:1]1[C:15]2=[C:16]3[C:8]([C:9]4[C:14]2=[CH:13][CH:12]=[CH:11][CH:10]=4)=[CH:7][CH:6]=[CH:5][C:4]3=[C:3]([C:21]2[CH:22]=[C:23]3[C:28](=[CH:29][CH:30]=2)[CH:27]=[C:26]([OH:31])[CH:25]=[CH:24]3)[CH:2]=1. (2) Given the reactants Br[C:2]1[CH:23]=[CH:22][C:5]2[C:6]3[N:10]([CH2:11][CH2:12][O:13][C:4]=2[CH:3]=1)[CH:9]=[C:8]([C:14]1[N:15]([CH:19]([CH3:21])[CH3:20])[N:16]=[CH:17][N:18]=1)[N:7]=3.C(P(C(C)(C)C)C1C=CC=CC=1C1C(C(C)C)=CC(C(C)C)=CC=1C(C)C)(C)(C)C.[OH-:54].[K+], predict the reaction product. The product is: [CH:19]([N:15]1[C:14]([C:8]2[N:7]=[C:6]3[C:5]4[CH:22]=[CH:23][C:2]([OH:54])=[CH:3][C:4]=4[O:13][CH2:12][CH2:11][N:10]3[CH:9]=2)=[N:18][CH:17]=[N:16]1)([CH3:21])[CH3:20]. (3) Given the reactants [F:1][C:2]([F:13])([F:12])[C:3]1[CH:11]=[CH:10][C:6]([C:7](O)=[O:8])=[CH:5][CH:4]=1.C(Cl)(=O)C([Cl:17])=O.CN(C=O)C, predict the reaction product. The product is: [F:1][C:2]([F:13])([F:12])[C:3]1[CH:11]=[CH:10][C:6]([C:7]([Cl:17])=[O:8])=[CH:5][CH:4]=1. (4) Given the reactants [NH2:1][CH2:2][CH:3]([C:5]1[N:10]=[C:9]2[CH2:11][O:12][CH:13](C3C=CC=CC=3)[O:14][C:8]2=[CH:7][CH:6]=1)[OH:4].C(N(C(C)C)CC)(C)C.Br[CH2:31][CH2:32][CH2:33][CH2:34][CH2:35][CH2:36][O:37][CH2:38][CH2:39][CH2:40][CH2:41][C:42]1[CH:43]=[C:44]([S:48]([NH2:51])(=[O:50])=[O:49])[CH:45]=[CH:46][CH:47]=1, predict the reaction product. The product is: [CH:13]([OH:14])=[O:12].[OH:4][CH:3]([C:5]1[CH:6]=[CH:7][C:8]([OH:14])=[C:9]([CH2:11][OH:12])[N:10]=1)[CH2:2][NH:1][CH2:31][CH2:32][CH2:33][CH2:34][CH2:35][CH2:36][O:37][CH2:38][CH2:39][CH2:40][CH2:41][C:42]1[CH:43]=[C:44]([S:48]([NH2:51])(=[O:50])=[O:49])[CH:45]=[CH:46][CH:47]=1. (5) Given the reactants [CH3:1][O-:2].[Na+].[Na].Br[C:6]1[S:10][C:9]([NH2:11])=[N:8][C:7]=1[CH2:12][CH3:13], predict the reaction product. The product is: [CH2:12]([C:7]1[N:8]=[C:9]([NH2:11])[S:10][C:6]=1[O:2][CH3:1])[CH3:13]. (6) Given the reactants [C:1]([C:4]1[O:5][CH:6]=[CH:7][CH:8]=1)(=O)[CH3:2].[NH2:9][C:10]([NH2:12])=[S:11], predict the reaction product. The product is: [NH2:12][C:10]1[S:11][CH:2]=[C:1]([C:4]2[O:5][CH:6]=[CH:7][CH:8]=2)[N:9]=1. (7) Given the reactants [F:1][CH:2]([F:41])[C:3]1[N:7]([C:8]2[N:13]=[C:12]([N:14]3[CH2:19][CH2:18][O:17][CH2:16][CH2:15]3)[N:11]=[C:10]([NH:20][C@H:21]3[CH2:26][CH2:25][C@H:24]([NH:27]C(=O)OC(C)(C)C)[CH2:23][CH2:22]3)[N:9]=2)[C:6]2[CH:35]=[CH:36][CH:37]=[C:38]([O:39][CH3:40])[C:5]=2[N:4]=1.[CH3:42][S:43](Cl)(=[O:45])=[O:44], predict the reaction product. The product is: [F:1][CH:2]([F:41])[C:3]1[N:7]([C:8]2[N:13]=[C:12]([N:14]3[CH2:19][CH2:18][O:17][CH2:16][CH2:15]3)[N:11]=[C:10]([NH:20][C@H:21]3[CH2:26][CH2:25][C@H:24]([NH:27][S:43]([CH3:42])(=[O:45])=[O:44])[CH2:23][CH2:22]3)[N:9]=2)[C:6]2[CH:35]=[CH:36][CH:37]=[C:38]([O:39][CH3:40])[C:5]=2[N:4]=1.